Dataset: Catalyst prediction with 721,799 reactions and 888 catalyst types from USPTO. Task: Predict which catalyst facilitates the given reaction. (1) The catalyst class is: 1. Product: [Cl:1][C:2]1[C:10]([CH3:11])=[C:9]([NH:12][C:13]2[CH:18]=[CH:17][CH:16]=[CH:15][C:14]=2[CH3:19])[C:5]([C:6]([O:8][CH3:22])=[O:7])=[CH:4][N:3]=1. Reactant: [Cl:1][C:2]1[C:10]([CH3:11])=[C:9]([NH:12][C:13]2[CH:18]=[CH:17][CH:16]=[CH:15][C:14]=2[CH3:19])[C:5]([C:6]([OH:8])=[O:7])=[CH:4][N:3]=1.[N+](=[CH2:22])=[N-].C(O)(=O)C. (2) Reactant: C[O:2][C:3](=O)[C:4]1[CH:9]=[CH:8][CH:7]=[CH:6][C:5]=1[S:10](Cl)(=[O:12])=[O:11].O.[NH2:16][NH2:17]. Product: [O:11]=[S:10]1(=[O:12])[C:5]2[CH:6]=[CH:7][CH:8]=[CH:9][C:4]=2[C:3](=[O:2])[NH:17][NH:16]1. The catalyst class is: 28. (3) Reactant: [O:1]=[C:2]1[CH2:9][CH:8]2[CH:4]([CH2:5][CH:6]([C:10]([O:12][CH2:13][CH3:14])=[O:11])[CH2:7]2)[CH2:3]1.FC(F)(F)S(O[Si](C)(C)C)(=O)=O.C[Si](C)([O:30][CH2:31][CH2:32]O[Si](C)(C)C)C. Product: [CH2:3]1[CH:4]2[CH:8]([CH2:7][CH:6]([C:10]([O:12][CH2:13][CH3:14])=[O:11])[CH2:5]2)[CH2:9][C:2]21[O:30][CH2:31][CH2:32][O:1]2. The catalyst class is: 2. (4) Reactant: [OH-].[Na+].[CH3:3][O:4][C:5]1[C:10]([CH3:11])=[CH:9][C:8]([NH:12][C:13](=[O:18])[O:14][CH2:15][CH2:16]Cl)=[CH:7][C:6]=1[NH:19][C:20](=[O:25])[O:21][CH2:22][CH2:23]Cl.Cl. Product: [CH3:3][O:4][C:5]1[C:10]([CH3:11])=[CH:9][C:8]([N:12]2[CH2:16][CH2:15][O:14][C:13]2=[O:18])=[CH:7][C:6]=1[N:19]1[CH2:23][CH2:22][O:21][C:20]1=[O:25]. The catalyst class is: 12. (5) The catalyst class is: 51. Reactant: [Cl:1][C:2]1[CH:7]=[C:6]([N+:8]([O-:10])=[O:9])[C:5]([O:11][CH3:12])=[CH:4][C:3]=1[CH:13]=[CH2:14].[CH3:15][N:16]1[CH2:21][CH2:20][N:19]([C:22]2[CH:29]=[CH:28][C:25]([CH2:26][NH2:27])=[CH:24][CH:23]=2)[CH2:18][CH2:17]1.C1(C=CC(O)=CC=1)O.O. Product: [Cl:1][C:2]1[CH:7]=[C:6]([N+:8]([O-:10])=[O:9])[C:5]([O:11][CH3:12])=[CH:4][C:3]=1[CH2:13][CH2:14][NH:27][CH2:26][C:25]1[CH:24]=[CH:23][C:22]([N:19]2[CH2:18][CH2:17][N:16]([CH3:15])[CH2:21][CH2:20]2)=[CH:29][CH:28]=1. (6) Reactant: C1C=CC(OC(OC2C=CC=CC=2)=[N:9][C:10]#[N:11])=CC=1.C[CH2:20][N:21]([CH:25]([CH3:27])C)[CH:22]([CH3:24])C.Cl.[CH3:29][C@@H:30]1[CH2:35][CH2:34][NH:33][CH2:32][C@@H:31]1[C:36]1[N:40]2[C:41]3[CH:47]=[CH:46][NH:45][C:42]=3[N:43]=[CH:44][C:39]2=[CH:38][N:37]=1.N1CCCC1. Product: [C:36]1([C@@H:31]2[C@H:30]([CH3:29])[CH2:35][CH2:34][N:33]([C:20]([N:21]3[CH2:22][CH2:24][CH2:27][CH2:25]3)=[N:11][C:10]#[N:9])[CH2:32]2)[N:40]2[C:41]3[CH:47]=[CH:46][NH:45][C:42]=3[N:43]=[CH:44][C:39]2=[CH:38][N:37]=1. The catalyst class is: 23. (7) Reactant: [NH2:1][C:2]1[CH:3]=[CH:4][C:5]([O:8][C:9](=[O:18])[N:10]([CH3:17])[C:11]2[CH:16]=[CH:15][CH:14]=[CH:13][CH:12]=2)=[N:6][CH:7]=1.[CH3:19][C:20]1[CH:28]=[CH:27][CH:26]=[CH:25][C:21]=1[C:22](Cl)=[O:23].C(N(CC)CC)C.ClCCl. Product: [CH3:19][C:20]1[CH:28]=[CH:27][CH:26]=[CH:25][C:21]=1[C:22]([NH:1][C:2]1[CH:3]=[CH:4][C:5]([O:8][C:9](=[O:18])[N:10]([CH3:17])[C:11]2[CH:16]=[CH:15][CH:14]=[CH:13][CH:12]=2)=[N:6][CH:7]=1)=[O:23]. The catalyst class is: 10.